This data is from Peptide-MHC class I binding affinity with 185,985 pairs from IEDB/IMGT. The task is: Regression. Given a peptide amino acid sequence and an MHC pseudo amino acid sequence, predict their binding affinity value. This is MHC class I binding data. (1) The peptide sequence is KLQPSDTLL. The MHC is HLA-A02:01 with pseudo-sequence HLA-A02:01. The binding affinity (normalized) is 0.781. (2) The peptide sequence is QELGHEDLM. The MHC is HLA-B45:01 with pseudo-sequence HLA-B45:01. The binding affinity (normalized) is 0.268. (3) The peptide sequence is RVLTARKTV. The MHC is HLA-A68:02 with pseudo-sequence HLA-A68:02. The binding affinity (normalized) is 0.0847. (4) The peptide sequence is EELFYSYAT. The MHC is HLA-B40:01 with pseudo-sequence HLA-B40:01. The binding affinity (normalized) is 0.396. (5) The peptide sequence is TMVMELVRMIK. The MHC is HLA-A03:01 with pseudo-sequence HLA-A03:01. The binding affinity (normalized) is 0.555.